Task: Predict which catalyst facilitates the given reaction.. Dataset: Catalyst prediction with 721,799 reactions and 888 catalyst types from USPTO (1) Reactant: [C:1]1([C:7](C2C=CC=CC=2)=N)[CH:6]=C[CH:4]=[CH:3][CH:2]=1.[CH:15]1C=CC(P(C2C(C3C(P(C4C=CC=CC=4)C4C=CC=CC=4)=CC=C4C=3C=CC=C4)=C3C(C=CC=C3)=CC=2)C2C=CC=CC=2)=CC=1.C(=O)([O-])[O-].[Cs+].[Cs+].C1(N(C2C=CC=CC=2)C(C2C3C(=CC=CC=3)N(C3C=C(OC)C(OS(C(F)(F)F)(=O)=O)=CC=3C(N3[C@H](CN[C:101](=[O:107])[O:102][C:103](C)(C)[CH3:104])CC4C(=CC=CC=4)C3)=O)N=2)=O)C=CC=CC=1. Product: [CH3:4][CH2:3][CH2:2][CH:1]([CH3:7])[CH3:6].[C:101]([O:102][CH2:103][CH3:104])(=[O:107])[CH3:15]. The catalyst class is: 164. (2) Reactant: F[P-](F)(F)(F)(F)F.N1(OC(N(C)C)=[N+](C)C)C2C=CC=CC=2N=N1.C(C(C(C)C)(NCC)C)(C)C.[Cl:36][C:37]1[CH:62]=[CH:61][C:40]([CH2:41][N:42]2[C:51]3[C:46](=[CH:47][C:48]([O:54][CH3:55])=[C:49]([O:52][CH3:53])[CH:50]=3)[C:45](=[O:56])[C:44]([C:57]([NH:59][OH:60])=[NH:58])=[CH:43]2)=[CH:39][CH:38]=1.[C:63]1([CH2:69][C:70](O)=O)[CH:68]=[CH:67][CH:66]=[CH:65][CH:64]=1. Product: [CH2:69]([C:70]1[O:60][N:59]=[C:57]([C:44]2[C:45](=[O:56])[C:46]3[C:51](=[CH:50][C:49]([O:52][CH3:53])=[C:48]([O:54][CH3:55])[CH:47]=3)[N:42]([CH2:41][C:40]3[CH:39]=[CH:38][C:37]([Cl:36])=[CH:62][CH:61]=3)[CH:43]=2)[N:58]=1)[C:63]1[CH:68]=[CH:67][CH:66]=[CH:65][CH:64]=1. The catalyst class is: 3. (3) Reactant: [C:1]([O:5][C:6]([NH:8][CH2:9][CH2:10][OH:11])=[O:7])([CH3:4])([CH3:3])[CH3:2].C(N(CC)CC)C.[CH3:19][S:20](OCCCCO[S:20]([CH3:19])(=[O:22])=[O:21])(=[O:22])=[O:21].O. Product: [CH3:19][S:20]([O:11][CH2:10][CH2:9][NH:8][C:6]([O:5][C:1]([CH3:4])([CH3:3])[CH3:2])=[O:7])(=[O:22])=[O:21]. The catalyst class is: 4. (4) The catalyst class is: 19. Product: [F:27][C:24]1[CH:25]=[CH:26][CH:2]=[C:3]([F:28])[C:4]=1[CH2:5][CH:6]1[CH2:14][C:13]2[C:8](=[CH:9][C:10]([O:21][CH3:22])=[C:11]([N:15]3[CH2:16][CH2:17][O:18][CH2:19][CH2:20]3)[CH:12]=2)[C:7]1=[O:23]. Reactant: Br[C:2]1[C:3]([F:28])=[C:4]([C:24]([F:27])=[CH:25][CH:26]=1)/[CH:5]=[C:6]1/[C:7](=[O:23])[C:8]2[C:13]([CH2:14]/1)=[CH:12][C:11]([N:15]1[CH2:20][CH2:19][O:18][CH2:17][CH2:16]1)=[C:10]([O:21][CH3:22])[CH:9]=2. (5) Reactant: [C:1]([O:5][C:6](=[O:25])[CH2:7][C:8]1[CH:13]=[CH:12][C:11]([O:14]CC2C=CC=CC=2)=[C:10]([CH:22]([CH3:24])[CH3:23])[CH:9]=1)([CH3:4])([CH3:3])[CH3:2]. Product: [C:1]([O:5][C:6](=[O:25])[CH2:7][C:8]1[CH:13]=[CH:12][C:11]([OH:14])=[C:10]([CH:22]([CH3:23])[CH3:24])[CH:9]=1)([CH3:4])([CH3:3])[CH3:2]. The catalyst class is: 123. (6) Reactant: Br[C:2]1[CH:7]=[CH:6][C:5]([S:8]([N:11]([CH3:13])[CH3:12])(=[O:10])=[O:9])=[CH:4][C:3]=1[F:14].[C:15]([C:17]1[N:21]([CH3:22])[C:20](B(O)O)=[CH:19][CH:18]=1)#[N:16].[F-].[K+].C(P(C(C)(C)C)C(C)(C)C)(C)(C)C. Product: [C:15]([C:17]1[N:21]([CH3:22])[C:20]([C:2]2[CH:7]=[CH:6][C:5]([S:8]([N:11]([CH3:13])[CH3:12])(=[O:10])=[O:9])=[CH:4][C:3]=2[F:14])=[CH:19][CH:18]=1)#[N:16]. The catalyst class is: 110. (7) Reactant: COC1C=CC(C[N:8](CC2C=CC(OC)=CC=2)[C:9]2[N:14]=[N:13][C:12]([CH2:15][CH2:16][CH:17]([F:38])[CH2:18][N:19]3[CH:23]=[C:22]([C:24]([NH:26][CH2:27][C:28]4[CH:33]=[C:32]([C:34]([F:37])([F:36])[F:35])[CH:31]=[CH:30][N:29]=4)=[O:25])[N:21]=[N:20]3)=[CH:11][CH:10]=2)=CC=1.S(=O)(=O)(O)O. Product: [NH2:8][C:9]1[N:14]=[N:13][C:12]([CH2:15][CH2:16][CH:17]([F:38])[CH2:18][N:19]2[CH:23]=[C:22]([C:24]([NH:26][CH2:27][C:28]3[CH:33]=[C:32]([C:34]([F:37])([F:36])[F:35])[CH:31]=[CH:30][N:29]=3)=[O:25])[N:21]=[N:20]2)=[CH:11][CH:10]=1. The catalyst class is: 250. (8) Reactant: C(=O)[C:2]1[CH:7]=[CH:6][CH:5]=[CH:4][CH:3]=1.[C:9]([O:15][CH2:16][C:17]1[CH:22]=[CH:21][CH:20]=[CH:19][CH:18]=1)(=[O:14])[CH2:10][C:11]([O-])=O. Product: [C:9]([O:15][CH2:16][C:17]1[CH:22]=[CH:21][CH:20]=[CH:19][CH:18]=1)(=[O:14])[CH:10]=[CH:11][C:2]1[CH:7]=[CH:6][CH:5]=[CH:4][CH:3]=1. The catalyst class is: 456. (9) Reactant: [F:1][CH2:2][C:3]1[C:7]2[CH2:8][N:9](C(OC(C)(C)C)=O)[CH2:10][CH2:11][C:6]=2[NH:5][N:4]=1.Cl.O1CCOCC1. Product: [F:1][CH2:2][C:3]1[C:7]2[CH2:8][NH:9][CH2:10][CH2:11][C:6]=2[NH:5][N:4]=1. The catalyst class is: 12.